Dataset: Reaction yield outcomes from USPTO patents with 853,638 reactions. Task: Predict the reaction yield, written as a fraction of the theoretical maximum amount of product (1.0 means a 100% yield; for example, 0.34 means a 34% yield). (1) The catalyst is CN1C(=O)CCC1. The reactants are Cl.[Cl:2][C:3]1[C:4]([O:9][CH:10]2[CH2:13][CH:12]([NH2:14])[CH2:11]2)=[N:5][CH:6]=[CH:7][N:8]=1.Cl[C:16]1[S:17][C:18]2[CH:24]=[CH:23][CH:22]=[CH:21][C:19]=2[N:20]=1.CCN(C(C)C)C(C)C. The yield is 0.955. The product is [Cl:2][C:3]1[C:4]([O:9][CH:10]2[CH2:11][CH:12]([NH:14][C:16]3[S:17][C:18]4[CH:24]=[CH:23][CH:22]=[CH:21][C:19]=4[N:20]=3)[CH2:13]2)=[N:5][CH:6]=[CH:7][N:8]=1. (2) The reactants are [NH2:1][C:2]1[NH:6][C:5]2[CH:7]=[CH:8][C:9]([C:11]([OH:13])=O)=[CH:10][C:4]=2[N:3]=1.[NH:14]1[CH2:19][CH2:18][CH2:17][C@@H:16]2[C:20]3[CH:21]=[CH:22][CH:23]=[CH:24][C:25]=3[CH2:26][C@H:15]12.F[P-](F)(F)(F)(F)F.N1(OC(N(C)C)=[N+](C)C)C2N=CC=CC=2N=N1. No catalyst specified. The product is [NH2:1][C:2]1[NH:6][C:5]2[CH:7]=[CH:8][C:9]([C:11]([N:14]3[CH2:19][CH2:18][CH2:17][C@@H:16]4[C:20]5[CH:21]=[CH:22][CH:23]=[CH:24][C:25]=5[CH2:26][C@H:15]34)=[O:13])=[CH:10][C:4]=2[N:3]=1. The yield is 0.710. (3) The reactants are [F:1][C:2]1[CH:7]=[C:6]([N+:8]([O-])=O)[CH:5]=[CH:4][C:3]=1[N:11]1[C:15]([CH3:16])=[N:14][CH:13]=[N:12]1. The catalyst is [Pd].CO. The product is [F:1][C:2]1[CH:7]=[C:6]([CH:5]=[CH:4][C:3]=1[N:11]1[C:15]([CH3:16])=[N:14][CH:13]=[N:12]1)[NH2:8]. The yield is 0.910. (4) The reactants are [K+].[N:2]1([CH2:8][CH2:9][C:10]([O-:12])=O)[CH2:7][CH2:6][O:5][CH2:4][CH2:3]1.C(OC(=O)CCN1CCOCC1)C.FC(F)(F)C(O)=O.[C:33]1([C:39]2[CH:44]=[C:43]([CH:45]3[CH2:50][CH2:49][NH:48][CH2:47][CH2:46]3)[CH:42]=[CH:41][C:40]=2[NH:51][C:52]([C:54]2[NH:55][CH:56]=[C:57]([C:59]#[N:60])[N:58]=2)=[O:53])[CH2:38][CH2:37][CH2:36][CH2:35][CH:34]=1.CCN=C=NCCCN(C)C.C1C=CC2N(O)N=NC=2C=1.CCN(C(C)C)C(C)C. The catalyst is O.CN(C=O)C. The product is [C:33]1([C:39]2[CH:44]=[C:43]([CH:45]3[CH2:46][CH2:47][N:48]([C:10](=[O:12])[CH2:9][CH2:8][N:2]4[CH2:3][CH2:4][O:5][CH2:6][CH2:7]4)[CH2:49][CH2:50]3)[CH:42]=[CH:41][C:40]=2[NH:51][C:52]([C:54]2[NH:55][CH:56]=[C:57]([C:59]#[N:60])[N:58]=2)=[O:53])[CH2:38][CH2:37][CH2:36][CH2:35][CH:34]=1. The yield is 0.0600.